Dataset: Peptide-MHC class I binding affinity with 185,985 pairs from IEDB/IMGT. Task: Regression. Given a peptide amino acid sequence and an MHC pseudo amino acid sequence, predict their binding affinity value. This is MHC class I binding data. (1) The peptide sequence is NVTSMEELAR. The MHC is HLA-A68:01 with pseudo-sequence HLA-A68:01. The binding affinity (normalized) is 0.904. (2) The MHC is HLA-A02:01 with pseudo-sequence HLA-A02:01. The binding affinity (normalized) is 0.434. The peptide sequence is LLAQFTSAI. (3) The peptide sequence is TPARVTGGVF. The MHC is HLA-B07:02 with pseudo-sequence HLA-B07:02. The binding affinity (normalized) is 0.750. (4) The peptide sequence is RGDKQRGGK. The MHC is HLA-A11:01 with pseudo-sequence HLA-A11:01. The binding affinity (normalized) is 0.0951. (5) The peptide sequence is TPPHSAKSKF. The MHC is Mamu-A01 with pseudo-sequence Mamu-A01. The binding affinity (normalized) is 0.550. (6) The binding affinity (normalized) is 0. The MHC is HLA-B57:01 with pseudo-sequence HLA-B57:01. The peptide sequence is RKAKIIRDY. (7) The MHC is HLA-B15:01 with pseudo-sequence HLA-B15:01. The binding affinity (normalized) is 0.0847. The peptide sequence is SAEVVTLWY. (8) The peptide sequence is GLNKIVRMY. The MHC is HLA-A29:02 with pseudo-sequence HLA-A29:02. The binding affinity (normalized) is 0.369. (9) The peptide sequence is KQIGGTLFE. The MHC is HLA-A02:01 with pseudo-sequence HLA-A02:01. The binding affinity (normalized) is 0.213.